From a dataset of HIV replication inhibition screening data with 41,000+ compounds from the AIDS Antiviral Screen. Binary Classification. Given a drug SMILES string, predict its activity (active/inactive) in a high-throughput screening assay against a specified biological target. (1) The drug is O=C1c2ccccc2C(=O)N1CC=NNS(=O)(=O)c1ccc2ccccc2c1. The result is 0 (inactive). (2) The molecule is Cl.OCc1cc2c(cn1)[nH]c1ccc(NCc3ccccc3)cc12. The result is 0 (inactive).